From a dataset of Forward reaction prediction with 1.9M reactions from USPTO patents (1976-2016). Predict the product of the given reaction. (1) Given the reactants C(N(CC)CC)C.[Cl:8][C:9]1[S:13][C:12]([CH2:14][C:15]([OH:17])=O)=[CH:11][CH:10]=1.CC(C)(C)C(Cl)=O.[CH2:25]([C@@H:32]1[CH2:36][O:35][C:34](=[O:37])[NH:33]1)[C:26]1[CH:31]=[CH:30][CH:29]=[CH:28][CH:27]=1.C([Li])CCC, predict the reaction product. The product is: [CH2:25]([C@@H:32]1[CH2:36][O:35][C:34](=[O:37])[N:33]1[C:15](=[O:17])[CH2:14][C:12]1[S:13][C:9]([Cl:8])=[CH:10][CH:11]=1)[C:26]1[CH:27]=[CH:28][CH:29]=[CH:30][CH:31]=1. (2) The product is: [ClH:47].[CH3:1][C:2]1([CH3:46])[O:6][C:5](=[O:7])[N:4]([CH2:8][C:9]([N:11]2[CH2:16][CH2:15][C@H:14]([NH:17][CH2:18][C:19]3[CH:20]=[C:21]([C:30]4[CH:35]=[CH:34][C:33]([C:36]#[N:37])=[CH:32][C:31]=4[F:38])[CH:22]=[CH:23][C:24]=3[O:25][C:26]([F:28])([F:27])[F:29])[C@H:13]([C:39]3[CH:40]=[CH:41][CH:42]=[CH:43][CH:44]=3)[CH2:12]2)=[O:10])[C:3]1=[O:45]. Given the reactants [CH3:1][C:2]1([CH3:46])[O:6][C:5](=[O:7])[N:4]([CH2:8][C:9]([N:11]2[CH2:16][CH2:15][C@H:14]([NH:17][CH2:18][C:19]3[CH:20]=[C:21]([C:30]4[CH:35]=[CH:34][C:33]([C:36]#[N:37])=[CH:32][C:31]=4[F:38])[CH:22]=[CH:23][C:24]=3[O:25][C:26]([F:29])([F:28])[F:27])[C@H:13]([C:39]3[CH:44]=[CH:43][CH:42]=[CH:41][CH:40]=3)[CH2:12]2)=[O:10])[C:3]1=[O:45].[ClH:47].C(OCC)(=O)C, predict the reaction product. (3) Given the reactants [N:1]1([CH2:6][CH2:7][O:8][C:9]2[CH:10]=[C:11]([CH:15]=[CH:16][CH:17]=2)[C:12]([OH:14])=O)[CH2:5][CH2:4][CH2:3][CH2:2]1.ClC1N=C(OC)N=C(OC)N=1.CN1CCOCC1.Cl.[CH3:37][C:38]1[C:46]2[C:45]([N:47]3[CH2:52][CH2:51][CH:50]([NH2:53])[CH2:49][CH2:48]3)=[N:44][CH:43]=[N:42][C:41]=2[NH:40][CH:39]=1, predict the reaction product. The product is: [CH3:37][C:38]1[C:46]2[C:45]([N:47]3[CH2:52][CH2:51][CH:50]([NH:53][C:12](=[O:14])[C:11]4[CH:15]=[CH:16][CH:17]=[C:9]([O:8][CH2:7][CH2:6][N:1]5[CH2:2][CH2:3][CH2:4][CH2:5]5)[CH:10]=4)[CH2:49][CH2:48]3)=[N:44][CH:43]=[N:42][C:41]=2[NH:40][CH:39]=1. (4) Given the reactants [CH3:1][O:2][C:3]1[CH:4]=[C:5]([CH:9]=[C:10]([O:12][CH3:13])[CH:11]=1)[C:6]([NH2:8])=[O:7].[Cl:14][C:15]([Cl:19])([CH3:18])[CH:16]=O.[NH:20]1[C:24]2[CH:25]=[CH:26][CH:27]=[CH:28][C:23]=2[N:22]=[N:21]1.C1(C)C=CC(S(O)(=O)=O)=CC=1, predict the reaction product. The product is: [N:20]1([CH:16]([NH:8][C:6](=[O:7])[C:5]2[CH:9]=[C:10]([O:12][CH3:13])[CH:11]=[C:3]([O:2][CH3:1])[CH:4]=2)[C:15]([Cl:19])([Cl:14])[CH3:18])[C:24]2[CH:25]=[CH:26][CH:27]=[CH:28][C:23]=2[N:22]=[N:21]1. (5) The product is: [I:27][C:1]1[CH:6]=[CH:5][C:4]([C:7]([O:9][CH2:10][CH2:11][CH2:12][CH3:13])=[O:8])=[CH:3][CH:2]=1. Given the reactants [C:1]1([C:1]2[CH:6]=[CH:5][C:4]([C:7]([O:9][CH2:10][CH2:11][CH2:12][CH3:13])=[O:8])=[CH:3][CH:2]=2)[CH:6]=[CH:5][C:4]([C:7]([O:9][CH2:10][CH2:11][CH2:12][CH3:13])=[O:8])=[CH:3][CH:2]=1.[I:27]C1C=CC(C(O)=O)=CC=1.C(O)CCC.C1(C)C=CC(S(O)(=O)=O)=CC=1, predict the reaction product. (6) Given the reactants [NH2:1][C:2]1[CH:7]=[CH:6][CH:5]=[C:4]([OH:8])[C:3]=1[NH:9][C:10](=[O:16])[O:11][C:12]([CH3:15])([CH3:14])[CH3:13].FC(F)(F)S(O[CH2:23][C:24]([F:32])([F:31])[C:25]1[CH:30]=[CH:29][CH:28]=[CH:27][N:26]=1)(=O)=O.CCN(C(C)C)C(C)C, predict the reaction product. The product is: [F:31][C:24]([F:32])([C:25]1[CH:30]=[CH:29][CH:28]=[CH:27][N:26]=1)[CH2:23][NH:1][C:2]1[CH:7]=[CH:6][CH:5]=[C:4]([OH:8])[C:3]=1[NH:9][C:10](=[O:16])[O:11][C:12]([CH3:13])([CH3:15])[CH3:14]. (7) Given the reactants [CH2:1]([OH:10])[CH2:2][CH2:3][CH2:4][CH2:5][CH2:6][CH2:7][CH:8]=[CH2:9].[C:11]1(C)[C:12]([S:17](Cl)(=[O:19])=[O:18])=[CH:13][CH:14]=[CH:15][CH:16]=1.N1C=CC=C[CH:23]=1, predict the reaction product. The product is: [CH2:1]([O:10][S:17]([C:12]1[CH:11]=[CH:16][C:15]([CH3:23])=[CH:14][CH:13]=1)(=[O:18])=[O:19])[CH2:2][CH2:3][CH2:4][CH2:5][CH2:6][CH2:7][CH:8]=[CH2:9].